This data is from Reaction yield outcomes from USPTO patents with 853,638 reactions. The task is: Predict the reaction yield, written as a fraction of the theoretical maximum amount of product (1.0 means a 100% yield; for example, 0.34 means a 34% yield). (1) The reactants are [N+:1]([C:4]1[CH:13]=[CH:12][C:7]([C:8]([O:10][CH3:11])=[O:9])=[C:6](Br)[CH:5]=1)([O-:3])=[O:2].[C:15]1([CH3:24])[CH:20]=[CH:19][CH:18]=[CH:17][C:16]=1B(O)O.C([O-])([O-])=O.[K+].[K+]. The catalyst is CN(C=O)C.CCOCC.O. The product is [N+:1]([C:4]1[CH:13]=[CH:12][C:7]([C:8]([O:10][CH3:11])=[O:9])=[C:6]([C:16]2[CH:17]=[CH:18][CH:19]=[CH:20][C:15]=2[CH3:24])[CH:5]=1)([O-:3])=[O:2]. The yield is 0.970. (2) The reactants are Cl[C:2]1[CH:7]=[C:6]([Cl:8])[N:5]=[CH:4][N:3]=1.[NH:9]1[CH:13]=[CH:12][N:11]=[CH:10]1.C(=O)([O-])[O-].[K+].[K+].O. The catalyst is CN(C=O)C. The product is [Cl:8][C:6]1[CH:7]=[C:2]([N:9]2[CH:13]=[CH:12][N:11]=[CH:10]2)[N:3]=[CH:4][N:5]=1. The yield is 0.630. (3) The reactants are [CH2:1]([O:8][C@@H:9]1[C@@H:17]([O:18][CH2:19][C:20]2[CH:25]=[CH:24][CH:23]=[CH:22][CH:21]=2)[C@@H:16]([OH:26])[C@@H:15]([CH2:27][O:28][CH2:29][C:30]2[CH:35]=[CH:34][CH:33]=[CH:32][CH:31]=2)[O:14][C@H:10]1[S:11][CH2:12][CH3:13])[C:2]1[CH:7]=[CH:6][CH:5]=[CH:4][CH:3]=1.N1C(C)=CC(C)=CC=1C.[Br:45][CH2:46][C:47](Br)=[O:48]. The catalyst is CN(C)C1C=CN=CC=1.C(Cl)Cl. The product is [CH2:1]([O:8][C@@H:9]1[C@@H:17]([O:18][CH2:19][C:20]2[CH:21]=[CH:22][CH:23]=[CH:24][CH:25]=2)[C@@:16]([C:47](=[O:48])[CH2:46][Br:45])([OH:26])[C@@H:15]([CH2:27][O:28][CH2:29][C:30]2[CH:31]=[CH:32][CH:33]=[CH:34][CH:35]=2)[O:14][C@H:10]1[S:11][CH2:12][CH3:13])[C:2]1[CH:7]=[CH:6][CH:5]=[CH:4][CH:3]=1. The yield is 0.940. (4) The reactants are [CH3:1][C:2]1[CH:12]=[CH:11][C:10]([N+:13]([O-])=O)=[CH:9][C:3]=1[C:4]([O:6][CH2:7][CH3:8])=[O:5].C(O)(=O)C. The catalyst is C1COCC1.[Zn]. The product is [NH2:13][C:10]1[CH:11]=[CH:12][C:2]([CH3:1])=[C:3]([CH:9]=1)[C:4]([O:6][CH2:7][CH3:8])=[O:5]. The yield is 1.00. (5) The reactants are [CH:1]1([C:4]2[CH:5]=[C:6]([C:18]3[S:22][C:21]([C@@:23]4([OH:35])[CH2:28][CH2:27][C@H:26]([C:29]([O:31]C)=[O:30])[C:25]([CH3:34])([CH3:33])[CH2:24]4)=[N:20][CH:19]=3)[CH:7]=[C:8]([NH:10][C:11]3[N:16]=[C:15]([CH3:17])[CH:14]=[CH:13][N:12]=3)[CH:9]=2)[CH2:3][CH2:2]1.[OH-].[Na+].Cl.CO.O. The catalyst is O1CCCC1.CO.O.C(O)(C)C.C(Cl)(Cl)Cl.[Cl-].[Na+].O. The product is [CH:1]1([C:4]2[CH:5]=[C:6]([C:18]3[S:22][C:21]([C@@:23]4([OH:35])[CH2:28][CH2:27][C@H:26]([C:29]([OH:31])=[O:30])[C:25]([CH3:33])([CH3:34])[CH2:24]4)=[N:20][CH:19]=3)[CH:7]=[C:8]([NH:10][C:11]3[N:16]=[C:15]([CH3:17])[CH:14]=[CH:13][N:12]=3)[CH:9]=2)[CH2:3][CH2:2]1. The yield is 0.840. (6) The yield is 0.660. The reactants are Br[C:2]1[CH:24]=[CH:23][C:5]2[C:6]3[N:7]=[C:8]([N:14]4[C:18]([C:19]([CH3:22])([CH3:21])[CH3:20])=[CH:17][N:16]=[N:15]4)[S:9][C:10]=3[CH2:11][CH2:12][O:13][C:4]=2[CH:3]=1. The product is [C:19]([C:18]1[N:14]([C:8]2[S:9][C:10]3[CH2:11][CH2:12][O:13][C:4]4[CH:3]=[CH:2][CH:24]=[CH:23][C:5]=4[C:6]=3[N:7]=2)[N:15]=[N:16][CH:17]=1)([CH3:22])([CH3:20])[CH3:21]. The catalyst is CO.[Pd]. (7) The reactants are [CH2:1]([O:3][C:4](=[O:22])[CH2:5][NH:6][CH2:7][CH2:8][NH:9][S:10]([C:13]1[S:14][C:15]2[CH:21]=[CH:20][CH:19]=[CH:18][C:16]=2[N:17]=1)(=[O:12])=[O:11])[CH3:2].[CH3:23][O:24][C:25]1[CH:48]=[CH:47][C:28]([CH2:29][O:30][C:31]([NH:33][C:34]2[N:42]=[CH:41][N:40]=[C:39]3[C:35]=2[N:36]=[CH:37][N:38]3[CH2:43][C:44](O)=[O:45])=[O:32])=[CH:27][CH:26]=1.CN(C(ON1N=NC2C=CC=CC1=2)=[N+](C)C)C.F[P-](F)(F)(F)(F)F.C(N(C(C)C)CC)(C)C.Cl. The catalyst is CN(C=O)C. The product is [CH2:1]([O:3][C:4](=[O:22])[CH2:5][N:6]([CH2:7][CH2:8][NH:9][S:10]([C:13]1[S:14][C:15]2[CH:21]=[CH:20][CH:19]=[CH:18][C:16]=2[N:17]=1)(=[O:12])=[O:11])[C:44](=[O:45])[CH2:43][N:38]1[CH:37]=[N:36][C:35]2[C:39]1=[N:40][CH:41]=[N:42][C:34]=2[NH:33][C:31]([O:30][CH2:29][C:28]1[CH:47]=[CH:48][C:25]([O:24][CH3:23])=[CH:26][CH:27]=1)=[O:32])[CH3:2]. The yield is 0.970. (8) The reactants are [H-].[Na+].[Cl:3][C:4]1[CH:9]=[C:8]([OH:10])[CH:7]=[CH:6][N:5]=1.F[C:12]1[CH:17]=[C:16]([F:18])[C:15]([N+:19]([O-:21])=[O:20])=[CH:14][C:13]=1[CH3:22]. The catalyst is CN(C=O)C. The product is [Cl:3][C:4]1[CH:9]=[C:8]([O:10][C:12]2[CH:17]=[C:16]([F:18])[C:15]([N+:19]([O-:21])=[O:20])=[CH:14][C:13]=2[CH3:22])[CH:7]=[CH:6][N:5]=1. The yield is 0.630. (9) The reactants are [C:1](OC(=O)C)(=[O:3])[CH3:2].[Cl:8][C:9]1[C:17]2[N:16]=[C:15]3[N:18]([C:22]4[C:23]([CH3:31])=[N:24][C:25]([N:28]([CH3:30])[CH3:29])=[CH:26][CH:27]=4)[CH2:19][CH2:20][CH2:21][N:14]3[C:13]=2[C:12]([CH:32]([OH:35])[CH2:33][CH3:34])=[CH:11][CH:10]=1. The catalyst is N1C=CC=CC=1. The product is [C:1]([O:35][CH:32]([C:12]1[C:13]2[N:14]3[CH2:21][CH2:20][CH2:19][N:18]([C:22]4[C:23]([CH3:31])=[N:24][C:25]([N:28]([CH3:30])[CH3:29])=[CH:26][CH:27]=4)[C:15]3=[N:16][C:17]=2[C:9]([Cl:8])=[CH:10][CH:11]=1)[CH2:33][CH3:34])(=[O:3])[CH3:2]. The yield is 0.760. (10) The reactants are [F:1][C:2]1[CH:3]=[C:4]([CH:43]=[C:44]([F:46])[CH:45]=1)[CH2:5][C:6]1[CH:7]=[C:8]2[C:12](=[CH:13][CH:14]=1)[NH:11][N:10]=[C:9]2[NH:15][C:16]([C:18]1[CH:23]=[CH:22][C:21]([N:24]2[CH2:29][CH2:28][N:27]([CH3:30])[CH2:26][CH2:25]2)=[CH:20][C:19]=1[NH:31][CH:32]1[CH2:37][CH2:36][N:35](C(OCC)=O)[CH2:34][CH2:33]1)=[O:17].C(OCC)(=O)C. The catalyst is Br.O.[OH-].[NH4+]. The product is [F:1][C:2]1[CH:3]=[C:4]([CH:43]=[C:44]([F:46])[CH:45]=1)[CH2:5][C:6]1[CH:7]=[C:8]2[C:12](=[CH:13][CH:14]=1)[NH:11][N:10]=[C:9]2[NH:15][C:16](=[O:17])[C:18]1[CH:23]=[CH:22][C:21]([N:24]2[CH2:29][CH2:28][N:27]([CH3:30])[CH2:26][CH2:25]2)=[CH:20][C:19]=1[NH:31][CH:32]1[CH2:33][CH2:34][NH:35][CH2:36][CH2:37]1. The yield is 0.720.